This data is from Peptide-MHC class II binding affinity with 134,281 pairs from IEDB. The task is: Regression. Given a peptide amino acid sequence and an MHC pseudo amino acid sequence, predict their binding affinity value. This is MHC class II binding data. The peptide sequence is YDKFLANVSTVLEGK. The MHC is DRB1_1302 with pseudo-sequence DRB1_1302. The binding affinity (normalized) is 0.859.